From a dataset of Full USPTO retrosynthesis dataset with 1.9M reactions from patents (1976-2016). Predict the reactants needed to synthesize the given product. (1) The reactants are: Cl[C:2]1[N:3]=[N:4][C:5]([C:8]2[CH:13]=[CH:12][N:11]=[CH:10][CH:9]=2)=[CH:6][CH:7]=1.[N:14]1([CH:19]2[CH2:24][CH2:23][NH:22][CH2:21][CH2:20]2)[CH2:18][CH2:17][CH2:16][CH2:15]1. Given the product [N:11]1[CH:12]=[CH:13][C:8]([C:5]2[N:4]=[N:3][C:2]([N:22]3[CH2:23][CH2:24][CH:19]([N:14]4[CH2:18][CH2:17][CH2:16][CH2:15]4)[CH2:20][CH2:21]3)=[CH:7][CH:6]=2)=[CH:9][CH:10]=1, predict the reactants needed to synthesize it. (2) The reactants are: Cl[C:2]1[CH:10]=[CH:9][C:5]([C:6]([OH:8])=[O:7])=[CH:4][CH:3]=1.[CH:11]#[C:12][CH2:13][CH2:14][CH2:15][CH2:16][CH2:17][CH2:18][CH2:19][CH3:20].C([O-])([O-])=O.[Cs+].[Cs+].O. Given the product [C:11]([C:2]1[CH:10]=[CH:9][C:5]([C:6]([OH:8])=[O:7])=[CH:4][CH:3]=1)#[C:12][CH2:13][CH2:14][CH2:15][CH2:16][CH2:17][CH2:18][CH2:19][CH3:20], predict the reactants needed to synthesize it. (3) Given the product [Br:12][C:4]1[C:3]2[C:8](=[CH:9][CH:10]=[CH:11][C:2]=2[F:20])[CH:7]=[N:6][CH:5]=1, predict the reactants needed to synthesize it. The reactants are: N[C:2]1[CH:11]=[CH:10][CH:9]=[C:8]2[C:3]=1[C:4]([Br:12])=[CH:5][N:6]=[CH:7]2.CCO.N([O-])=O.[Na+].[F:20][B-](F)(F)F.[H+]. (4) Given the product [CH3:57][O:56][C:54](=[O:55])[NH:53][CH:49]([C:48]([N:42]1[CH:41]([C:39]2[NH:40][C:36]3[CH:35]=[C:34]([C:27]4[CH:28]=[CH:29][C:30]5[C:31]6[C:23](=[CH:22][C:21]([C:18]7[NH:17][C:16]([CH:12]8[CH2:13][CH:14]([C:65]#[N:64])[CH2:15][N:11]8[C:9](=[O:10])[CH:5]([NH:4][C:3]([O:2][CH3:1])=[O:63])[CH:6]([CH3:7])[CH3:8])=[N:20][CH:19]=7)=[CH:33][CH:32]=6)[C:24]([F:62])([F:61])[C:25]=5[CH:26]=4)[CH:60]=[CH:59][C:37]=3[N:38]=2)[CH:46]2[CH2:47][CH:43]1[CH2:44][CH2:45]2)=[O:58])[CH:50]([CH3:52])[CH3:51], predict the reactants needed to synthesize it. The reactants are: [CH3:1][O:2][C:3](=[O:63])[NH:4][CH:5]([C:9]([N:11]1[CH2:15][CH2:14][CH2:13][CH:12]1[C:16]1[NH:17][C:18]([C:21]2[CH:33]=[CH:32][C:31]3[C:30]4[C:25](=[CH:26][C:27]([C:34]5[CH:60]=[CH:59][C:37]6[N:38]=[C:39]([CH:41]7[CH:46]8[CH2:47][CH:43]([CH2:44][CH2:45]8)[N:42]7[C:48](=[O:58])[CH:49]([NH:53][C:54]([O:56][CH3:57])=[O:55])[CH:50]([CH3:52])[CH3:51])[NH:40][C:36]=6[CH:35]=5)=[CH:28][CH:29]=4)[C:24]([F:62])([F:61])[C:23]=3[CH:22]=2)=[CH:19][N:20]=1)=[O:10])[CH:6]([CH3:8])[CH3:7].[NH:64]1CCC[C@H:65]1C(O)=O.C(C1CN[C@H](C(O)=O)C1)#N. (5) Given the product [CH3:1][NH:2]/[N:3]=[CH:7]/[C:6]1[C:5]([F:4])=[CH:12][C:11]([F:13])=[CH:10][C:9]=1[F:14], predict the reactants needed to synthesize it. The reactants are: [CH3:1][NH:2][NH2:3].[F:4][C:5]1[CH:12]=[C:11]([F:13])[CH:10]=[C:9]([F:14])[C:6]=1[CH:7]=O. (6) Given the product [C:14]([NH:13][C:11]1[S:12][C:8]2[C:7]([C:19]#[N:20])=[C:6]([O:5][C:4]3[CH:3]=[C:2]([NH:1][C:32](=[O:33])[C:31]4[CH:35]=[CH:36][CH:37]=[C:29]([O:28][C:26]([C:24]#[N:25])([CH3:27])[CH3:38])[CH:30]=4)[CH:23]=[CH:22][CH:21]=3)[CH:18]=[CH:17][C:9]=2[N:10]=1)(=[O:16])[CH3:15], predict the reactants needed to synthesize it. The reactants are: [NH2:1][C:2]1[CH:3]=[C:4]([CH:21]=[CH:22][CH:23]=1)[O:5][C:6]1[CH:18]=[CH:17][C:9]2[N:10]=[C:11]([NH:13][C:14](=[O:16])[CH3:15])[S:12][C:8]=2[C:7]=1[C:19]#[N:20].[C:24]([C:26]([CH3:38])([O:28][C:29]1[CH:30]=[C:31]([CH:35]=[CH:36][CH:37]=1)[C:32](O)=[O:33])[CH3:27])#[N:25].F[P-](F)(F)(F)(F)F.N1(OC(N(C)C)=[N+](C)C)C2N=CC=CC=2N=N1.N1C=CC=CC=1.